This data is from Catalyst prediction with 721,799 reactions and 888 catalyst types from USPTO. The task is: Predict which catalyst facilitates the given reaction. (1) Reactant: [CH3:1][N:2]([CH2:4][C:5]1[CH:11]=[CH:10][C:8]([NH2:9])=[CH:7][C:6]=1[C:12]([F:15])([F:14])[F:13])[CH3:3].Cl.[Br:17][C:18]1[CH:23]=[CH:22][C:21]([CH2:24][C:25](O)=[O:26])=[C:20]([F:28])[CH:19]=1.CCN(CC)CC.C(Cl)CCl.C1C=CC2N(O)N=NC=2C=1. Product: [Br:17][C:18]1[CH:23]=[CH:22][C:21]([CH2:24][C:25]([NH:9][C:8]2[CH:10]=[CH:11][C:5]([CH2:4][N:2]([CH3:1])[CH3:3])=[C:6]([C:12]([F:14])([F:13])[F:15])[CH:7]=2)=[O:26])=[C:20]([F:28])[CH:19]=1. The catalyst class is: 2. (2) Reactant: [CH2:1]([N:8]1[CH2:13][CH:12]2[CH:10]([CH:11]2[N+:14]([O-])=O)[CH2:9]1)[C:2]1[CH:7]=[CH:6][CH:5]=[CH:4][CH:3]=1.NN.O. Product: [CH2:1]([N:8]1[CH2:13][CH:12]2[CH:10]([CH:11]2[NH2:14])[CH2:9]1)[C:2]1[CH:3]=[CH:4][CH:5]=[CH:6][CH:7]=1. The catalyst class is: 227. (3) Reactant: [Si:1]([O:8][CH2:9][C:10]1([CH3:38])[S:16][CH2:15][CH2:14][N:13]2[C:17]([C:20]3([C:23]4[CH:28]=[CH:27][C:26](B5OC(C)(C)C(C)(C)O5)=[CH:25][CH:24]=4)[CH2:22][CH2:21]3)=[N:18][N:19]=[C:12]2[CH2:11]1)([C:4]([CH3:7])([CH3:6])[CH3:5])([CH3:3])[CH3:2].I[C:40]1[N:41]=[CH:42][N:43]([CH3:45])[CH:44]=1.C1(P(C2CCCCC2)C2CCCCC2)CCCCC1.P([O-])([O-])([O-])=O.[K+].[K+].[K+].C(=O)([O-])O.[Na+]. Product: [Si:1]([O:8][CH2:9][C:10]1([CH3:38])[S:16][CH2:15][CH2:14][N:13]2[C:17]([C:20]3([C:23]4[CH:24]=[CH:25][C:26]([C:40]5[N:41]=[CH:42][N:43]([CH3:45])[CH:44]=5)=[CH:27][CH:28]=4)[CH2:21][CH2:22]3)=[N:18][N:19]=[C:12]2[CH2:11]1)([C:4]([CH3:7])([CH3:6])[CH3:5])([CH3:3])[CH3:2]. The catalyst class is: 333. (4) Reactant: BrBr.[OH-].[K+].[CH2:5]1[C:13]2[C:8](=[CH:9][C:10]([C:14](=[O:16])C)=[CH:11][CH:12]=2)[CH2:7][CH2:6]1.[O-:17]S([O-])(=S)=O.[Na+].[Na+].Cl. Product: [CH2:5]1[C:13]2[C:8](=[CH:9][C:10]([C:14]([OH:16])=[O:17])=[CH:11][CH:12]=2)[CH2:7][CH2:6]1. The catalyst class is: 6.